This data is from Full USPTO retrosynthesis dataset with 1.9M reactions from patents (1976-2016). The task is: Predict the reactants needed to synthesize the given product. (1) The reactants are: [F:1][C:2]1[CH:7]=[C:6]([N+:8]([O-:10])=[O:9])[CH:5]=[CH:4][C:3]=1[OH:11].[C:12]([O:16][C:17]([N:19]1[CH2:24][CH2:23][CH:22]([N:25]2[C:29]3=[N:30][CH:31]=[N:32][C:33](Cl)=[C:28]3[CH:27]=[N:26]2)[CH2:21][CH2:20]1)=[O:18])([CH3:15])([CH3:14])[CH3:13].C(=O)([O-])[O-].[K+].[K+].C(=O)([O-])[O-].[Na+].[Na+]. Given the product [C:12]([O:16][C:17]([N:19]1[CH2:20][CH2:21][CH:22]([N:25]2[C:29]3=[N:30][CH:31]=[N:32][C:33]([O:11][C:3]4[CH:4]=[CH:5][C:6]([N+:8]([O-:10])=[O:9])=[CH:7][C:2]=4[F:1])=[C:28]3[CH:27]=[N:26]2)[CH2:23][CH2:24]1)=[O:18])([CH3:15])([CH3:13])[CH3:14], predict the reactants needed to synthesize it. (2) Given the product [N:51]1[CH:52]=[CH:53][C:48]([CH2:47][CH2:46][CH2:45][O:27][C:28]2[CH:37]=[C:36]3[C:31]([CH:32]=[CH:33][C:34]([S:38]([OH:41])(=[O:39])=[O:40])=[CH:35]3)=[CH:30][CH:29]=2)=[CH:49][CH:50]=1, predict the reactants needed to synthesize it. The reactants are: COC(C1C=CC(COC2C=CC=C3C=2C=C(S(O)(=O)=O)C=C3)=CC=1)=O.[O-:27][C:28]1[CH:37]=[C:36]2[C:31]([CH:32]=[CH:33][C:34]([S:38]([O-:41])(=[O:40])=[O:39])=[CH:35]2)=[CH:30][CH:29]=1.[Na+].[Na+].Cl[CH2:45][CH2:46][CH2:47][C:48]1[CH:53]=[CH:52][N:51]=[CH:50][CH:49]=1.